From a dataset of Full USPTO retrosynthesis dataset with 1.9M reactions from patents (1976-2016). Predict the reactants needed to synthesize the given product. Given the product [Br:7][C:5]1[S:4][C:3]([C:8](=[O:9])[NH2:10])=[C:2]([NH:1][C:28]([C:24]2[S:23][CH:27]=[CH:26][N:25]=2)=[O:29])[CH:6]=1, predict the reactants needed to synthesize it. The reactants are: [NH2:1][C:2]1[CH:6]=[C:5]([Br:7])[S:4][C:3]=1[C:8]([NH2:10])=[O:9].C(N(CC)CC)C.O1CCCC1.[S:23]1[CH:27]=[CH:26][N:25]=[C:24]1[C:28](Cl)=[O:29].